Dataset: NCI-60 drug combinations with 297,098 pairs across 59 cell lines. Task: Regression. Given two drug SMILES strings and cell line genomic features, predict the synergy score measuring deviation from expected non-interaction effect. Drug 1: C1CN(CCN1C(=O)CCBr)C(=O)CCBr. Drug 2: N.N.Cl[Pt+2]Cl. Cell line: SNB-75. Synergy scores: CSS=30.3, Synergy_ZIP=-9.91, Synergy_Bliss=-1.36, Synergy_Loewe=1.07, Synergy_HSA=2.18.